From a dataset of HIV replication inhibition screening data with 41,000+ compounds from the AIDS Antiviral Screen. Binary Classification. Given a drug SMILES string, predict its activity (active/inactive) in a high-throughput screening assay against a specified biological target. (1) The molecule is COc1cc2c(cc1OC)OC(c1c(OC)ccc(OC)c1O)CC2. The result is 0 (inactive). (2) The molecule is CCN1CC(C)Cn2c(=S)[nH]c3cc(Br)cc1c32. The result is 1 (active). (3) The drug is CC1CCC(=O)C(C(O)CC2CC(=O)N(c3ccccc3)C(=O)C2)C1. The result is 0 (inactive). (4) The compound is Cn1c(=O)c2ccccc2[n+]2c(-c3cccc([N+](=O)[O-])c3)csc12.[Br-]. The result is 0 (inactive). (5) The drug is COC1=C(C)C(=O)C2=C(C1=O)C(CO)N1C(C#N)C3CC4C(C1C2N1CCOC41)N3C. The result is 0 (inactive). (6) The compound is CCCCCCCCCCCCCCCc1cccc(O)c1C(=O)O. The result is 0 (inactive). (7) The compound is NNc1ncnc2cccc(Cl)c12. The result is 0 (inactive). (8) The compound is COc1ccc(CC2CN(C(=O)c3ccccc3)C(Cc3ccc(O)cc3)CN2C(=O)c2ccccc2)cc1Br. The result is 0 (inactive). (9) The molecule is c1ccc(COCC2OC3c4ccccc4COC3C2OCc2ccccc2)cc1. The result is 0 (inactive). (10) The molecule is CC1C(c2ccccc2)=Nn2c(=O)n(-c3ccccc3)c(=O)n21. The result is 0 (inactive).